Task: Predict the reaction yield, written as a fraction of the theoretical maximum amount of product (1.0 means a 100% yield; for example, 0.34 means a 34% yield).. Dataset: Reaction yield outcomes from USPTO patents with 853,638 reactions (1) The reactants are [NH2:1][C:2]1[C:10]([Cl:11])=[CH:9][CH:8]=[CH:7][C:3]=1[C:4]([OH:6])=[O:5].FC1C=CC=CC=1C(Cl)=O.[Br:22][C:23]1[CH:31]=[CH:30][CH:29]=[CH:28][C:24]=1[C:25](Cl)=O. No catalyst specified. The product is [Cl:11][C:10]1[C:2]2[N:1]=[C:25]([C:24]3[CH:28]=[CH:29][CH:30]=[CH:31][C:23]=3[Br:22])[O:5][C:4](=[O:6])[C:3]=2[CH:7]=[CH:8][CH:9]=1. The yield is 0.500. (2) The reactants are [CH3:1][C:2]1([CH3:27])[C:6]([CH3:8])([CH3:7])[O:5][B:4]([C:9]2[CH:10]=[CH:11][C:12]3[O:18][CH2:17][CH2:16][N:15](C(OC(C)(C)C)=O)[CH2:14][C:13]=3[CH:26]=2)[O:3]1.[ClH:28]. The catalyst is CO. The product is [ClH:28].[CH3:7][C:6]1([CH3:8])[C:2]([CH3:1])([CH3:27])[O:3][B:4]([C:9]2[CH:10]=[CH:11][C:12]3[O:18][CH2:17][CH2:16][NH:15][CH2:14][C:13]=3[CH:26]=2)[O:5]1. The yield is 0.500. (3) The reactants are [Br:1][C:2]1[C:3](=[O:28])[N:4]([CH2:19][C:20]2[O:24][C:23]([C:25](O)=[O:26])=[CH:22][CH:21]=2)[C:5]([CH3:18])=[CH:6][C:7]=1[O:8][CH2:9][C:10]1[CH:15]=[CH:14][C:13]([F:16])=[CH:12][C:11]=1[F:17].CSC.B. The catalyst is C1COCC1. The product is [Br:1][C:2]1[C:3](=[O:28])[N:4]([CH2:19][C:20]2[O:24][C:23]([CH2:25][OH:26])=[CH:22][CH:21]=2)[C:5]([CH3:18])=[CH:6][C:7]=1[O:8][CH2:9][C:10]1[CH:15]=[CH:14][C:13]([F:16])=[CH:12][C:11]=1[F:17]. The yield is 0.540. (4) The reactants are [N-:1]=[N+:2]=[N-:3].[Na+].[Cl-].[NH4+].CN(C)C=O.[CH3:12][C:13]1[N:17]([CH2:18][C:19]2[C:28]3[C:23](=[CH:24][CH:25]=[CH:26][CH:27]=3)[CH:22]=[CH:21][CH:20]=2)[C:16]2[CH:29]=[C:30]([N:35]3[CH2:40][CH2:39][O:38][CH2:37][CH2:36]3)[CH:31]=[C:32]([C:33]#[N:34])[C:15]=2[N:14]=1. The catalyst is O. The product is [CH3:12][C:13]1[N:17]([CH2:18][C:19]2[C:28]3[C:23](=[CH:24][CH:25]=[CH:26][CH:27]=3)[CH:22]=[CH:21][CH:20]=2)[C:16]2[CH:29]=[C:30]([N:35]3[CH2:40][CH2:39][O:38][CH2:37][CH2:36]3)[CH:31]=[C:32]([C:33]3[NH:34][N:3]=[N:2][N:1]=3)[C:15]=2[N:14]=1. The yield is 0.130. (5) The reactants are [NH2:1][C:2]1[N:3]=[C:4]2[CH:9]=[CH:8][C:7]([O:10][C:11]3[CH:12]=[C:13]([NH:17][C:18](=[O:29])[C:19]4[CH:24]=[CH:23][CH:22]=[C:21]([C:25]([F:28])([F:27])[F:26])[CH:20]=4)[CH:14]=[CH:15][CH:16]=3)=[N:6][N:5]2[CH:30]=1.[CH3:31][S:32]([CH2:35][C:36](O)=[O:37])(=[O:34])=[O:33].Cl.CN(C)CCCN=C=NCC.ON1C2C=CC=CC=2N=N1.C(N(CC)CC)C. The catalyst is CN(C)C=O. The product is [CH3:31][S:32]([CH2:35][C:36]([NH:1][C:2]1[N:3]=[C:4]2[CH:9]=[CH:8][C:7]([O:10][C:11]3[CH:12]=[C:13]([NH:17][C:18](=[O:29])[C:19]4[CH:24]=[CH:23][CH:22]=[C:21]([C:25]([F:28])([F:27])[F:26])[CH:20]=4)[CH:14]=[CH:15][CH:16]=3)=[N:6][N:5]2[CH:30]=1)=[O:37])(=[O:34])=[O:33]. The yield is 0.880. (6) The reactants are [NH2:1][C:2]1[CH:10]=[C:9]([C:11]([F:14])([F:13])[F:12])[C:8]([N+:15]([O-:17])=[O:16])=[CH:7][C:3]=1[C:4]([OH:6])=[O:5].OS(O)(=O)=O.[CH3:23]O. No catalyst specified. The product is [CH3:23][O:5][C:4](=[O:6])[C:3]1[CH:7]=[C:8]([N+:15]([O-:17])=[O:16])[C:9]([C:11]([F:14])([F:13])[F:12])=[CH:10][C:2]=1[NH2:1]. The yield is 0.900.